This data is from Catalyst prediction with 721,799 reactions and 888 catalyst types from USPTO. The task is: Predict which catalyst facilitates the given reaction. Reactant: [CH3:1][S:2][C:3]1[N:4]=[CH:5][C:6]2[C:15](=[O:16])[N:14]([C:17]3[CH:18]=[C:19]([C:23]4[O:24][CH:25]=[C:26]([C:28]([NH2:30])=O)[N:27]=4)[CH:20]=[CH:21][CH:22]=3)[CH2:13][C@H:12]3[N:8]([CH2:9][CH2:10][CH2:11]3)[C:7]=2[N:31]=1.C1(C)C=CC(S(Cl)(=O)=O)=CC=1.C(Cl)(Cl)Cl. Product: [C:28]([C:26]1[N:27]=[C:23]([C:19]2[CH:18]=[C:17]([N:14]3[CH2:13][C@H:12]4[N:8]([CH2:9][CH2:10][CH2:11]4)[C:7]4[N:31]=[C:3]([S:2][CH3:1])[N:4]=[CH:5][C:6]=4[C:15]3=[O:16])[CH:22]=[CH:21][CH:20]=2)[O:24][CH:25]=1)#[N:30]. The catalyst class is: 17.